This data is from Forward reaction prediction with 1.9M reactions from USPTO patents (1976-2016). The task is: Predict the product of the given reaction. (1) Given the reactants [F:1][C:2]1[CH:8]=[CH:7][C:5]([NH2:6])=[CH:4][C:3]=1[O:9][C:10]([F:13])([F:12])[F:11].[Cl:14][S:15]([C:18]1[CH:19]=[C:20]([C:24](Cl)=[O:25])[N:21]([CH3:23])[CH:22]=1)(=[O:17])=[O:16], predict the reaction product. The product is: [F:1][C:2]1[CH:8]=[CH:7][C:5]([NH:6][C:24]([C:20]2[N:21]([CH3:23])[CH:22]=[C:18]([S:15]([Cl:14])(=[O:17])=[O:16])[CH:19]=2)=[O:25])=[CH:4][C:3]=1[O:9][C:10]([F:12])([F:11])[F:13]. (2) Given the reactants [O:1]1[CH2:6][CH2:5][N:4]([C:7]2[N:12]=[C:11]([N:13]3[CH2:18][CH2:17][O:16][CH2:15][CH2:14]3)[N:10]=[C:9]([C:19]3[CH:24]=[CH:23][C:22]([NH:25][C:26](=[O:37])[NH:27][C:28]4[CH:36]=[CH:35][C:31]([C:32](O)=[O:33])=[CH:30][CH:29]=4)=[CH:21][CH:20]=3)[N:8]=2)[CH2:3][CH2:2]1.CCN(C(C)C)C(C)C.CN(C(O[N:55]1N=N[C:57]2[CH:58]=[CH:59][CH:60]=[CH:61][C:56]1=2)=[N+](C)C)C.F[P-](F)(F)(F)(F)F.N1C=CC=CC=1CN, predict the reaction product. The product is: [O:1]1[CH2:6][CH2:5][N:4]([C:7]2[N:12]=[C:11]([N:13]3[CH2:14][CH2:15][O:16][CH2:17][CH2:18]3)[N:10]=[C:9]([C:19]3[CH:24]=[CH:23][C:22]([NH:25][C:26]([NH:27][C:28]4[CH:29]=[CH:30][C:31]([C:32](=[O:33])[CH2:61][C:60]5[CH:59]=[CH:58][CH:57]=[CH:56][N:55]=5)=[CH:35][CH:36]=4)=[O:37])=[CH:21][CH:20]=3)[N:8]=2)[CH2:3][CH2:2]1.